Dataset: Full USPTO retrosynthesis dataset with 1.9M reactions from patents (1976-2016). Task: Predict the reactants needed to synthesize the given product. (1) Given the product [C:1]([O:5][C:6]([N:8]1[CH2:13][CH2:12][CH:11]([NH:14][CH2:22][C:19]2[CH:20]=[N:21][C:16]([CH3:15])=[CH:17][CH:18]=2)[CH2:10][CH2:9]1)=[O:7])([CH3:4])([CH3:2])[CH3:3], predict the reactants needed to synthesize it. The reactants are: [C:1]([O:5][C:6]([N:8]1[CH2:13][CH2:12][CH:11]([NH2:14])[CH2:10][CH2:9]1)=[O:7])([CH3:4])([CH3:3])[CH3:2].[CH3:15][C:16]1[N:21]=[CH:20][C:19]([CH:22]=O)=[CH:18][CH:17]=1.[BH4-].[Na+].C(O)(=O)C. (2) The reactants are: [Cl:1][C:2]1[CH:7]=[C:6]([Cl:8])[CH:5]=[CH:4][C:3]=1[CH:9]([CH3:23])[C:10]([C:16]1[CH:21]=[CH:20][NH:19][C:18](=[O:22])[CH:17]=1)([OH:15])[C:11]([F:14])([F:13])[F:12].CC([O-])(C)C.[K+].[CH3:30][O:31][C:32](=[O:35])[CH2:33]Br.O. Given the product [CH3:30][O:31][C:32](=[O:35])[CH2:33][N:19]1[CH:20]=[CH:21][C:16]([C:10]([OH:15])([C:11]([F:14])([F:13])[F:12])[CH:9]([C:3]2[CH:4]=[CH:5][C:6]([Cl:8])=[CH:7][C:2]=2[Cl:1])[CH3:23])=[CH:17][C:18]1=[O:22], predict the reactants needed to synthesize it. (3) The reactants are: O1CCCC1.[O:6]1[CH2:10][CH2:9][O:8][CH:7]1[C:11]1[O:12][CH:13]=[CH:14][CH:15]=1.C([Li])CCC.[CH2:21]([Sn:25](Cl)([CH2:30][CH2:31][CH2:32][CH3:33])[CH2:26][CH2:27][CH2:28][CH3:29])[CH2:22][CH2:23][CH3:24]. Given the product [CH2:30]([Sn:25]([CH2:21][CH2:22][CH2:23][CH3:24])([CH2:26][CH2:27][CH2:28][CH3:29])[C:13]1[O:12][C:11]([CH:7]2[O:8][CH2:9][CH2:10][O:6]2)=[CH:15][CH:14]=1)[CH2:31][CH2:32][CH3:33], predict the reactants needed to synthesize it. (4) Given the product [F:1][C:2]1[C:7]([F:8])=[C:6]([CH3:9])[CH:5]=[C:4]([N+:11]([O-:13])=[O:12])[C:3]=1[OH:10], predict the reactants needed to synthesize it. The reactants are: [F:1][C:2]1[C:7]([F:8])=[C:6]([CH3:9])[CH:5]=[CH:4][C:3]=1[OH:10].[N+:11]([O-])([OH:13])=[O:12]. (5) Given the product [CH3:17][O:16][C:14]([CH:13]1[CH2:12][N:11]([S:25]([C:21]2[CH:22]=[CH:23][CH:24]=[C:19]([Cl:18])[CH:20]=2)(=[O:27])=[O:26])[CH2:10][CH2:9][N:8]1[C:6]([O:5][C:2]([CH3:1])([CH3:3])[CH3:4])=[O:7])=[O:15], predict the reactants needed to synthesize it. The reactants are: [CH3:1][C:2]([O:5][C:6]([N:8]1[CH:13]([C:14]([O:16][CH3:17])=[O:15])[CH2:12][NH:11][CH2:10][CH2:9]1)=[O:7])([CH3:4])[CH3:3].[Cl:18][C:19]1[CH:20]=[C:21]([S:25](Cl)(=[O:27])=[O:26])[CH:22]=[CH:23][CH:24]=1.C(N(CC)CC)C.O. (6) Given the product [CH3:21][N:19]1[CH2:18][C@@H:16]2[C@@H:15]([CH2:14][N:13]([C:10]3[N:11]=[N:12][C:7]([C:1]4[CH:2]=[CH:3][CH:4]=[CH:5][CH:6]=4)=[CH:8][CH:9]=3)[CH2:17]2)[CH2:20]1, predict the reactants needed to synthesize it. The reactants are: [C:1]1([C:7]2[N:12]=[N:11][C:10]([N:13]3[CH2:17][C@@H:16]4[CH2:18][N:19]([C:21](OC(C)(C)C)=O)[CH2:20][C@@H:15]4[CH2:14]3)=[CH:9][CH:8]=2)[CH:6]=[CH:5][CH:4]=[CH:3][CH:2]=1.C=O. (7) Given the product [NH2:32][C:31]1[N:27]([CH2:26][CH2:25][O:24][C:21]2[N:20]=[CH:19][C:18]([NH:17][C:15]([C:10]3[C:9]([C:6]4[CH:5]=[CH:4][C:3]([C:2]([F:1])([F:53])[F:52])=[CH:8][CH:7]=4)=[CH:14][CH:13]=[CH:12][CH:11]=3)=[O:16])=[CH:23][CH:22]=2)[N:28]=[CH:29][CH:30]=1, predict the reactants needed to synthesize it. The reactants are: [F:1][C:2]([F:53])([F:52])[C:3]1[CH:8]=[CH:7][C:6]([C:9]2[C:10]([C:15]([NH:17][C:18]3[CH:19]=[N:20][C:21]([O:24][CH2:25][CH2:26][N:27]4[C:31]([NH:32]C(C5C=CC=CC=5)(C5C=CC=CC=5)C5C=CC=CC=5)=[CH:30][CH:29]=[N:28]4)=[CH:22][CH:23]=3)=[O:16])=[CH:11][CH:12]=[CH:13][CH:14]=2)=[CH:5][CH:4]=1.Cl. (8) Given the product [Br:12][C:13]1[S:14][C:15]([CH2:18][NH:11][C:8]23[CH2:10][CH:4]4[CH2:5][CH:6]([CH2:1][CH:2]([CH2:3]4)[CH2:9]2)[CH2:7]3)=[CH:16][N:17]=1, predict the reactants needed to synthesize it. The reactants are: [CH2:1]1[CH:6]2[CH2:7][C:8]3([NH2:11])[CH2:10][CH:4]([CH2:5]2)[CH2:3][CH:2]1[CH2:9]3.[Br:12][C:13]1[S:14][C:15]([CH2:18]C=O)=[CH:16][N:17]=1.